Task: Predict the product of the given reaction.. Dataset: Forward reaction prediction with 1.9M reactions from USPTO patents (1976-2016) The product is: [OH:3][CH2:4][C:5]([CH2:8][OH:9])([CH2:6][F:61])[CH2:20][N:21]1[CH:25]=[C:24]([CH2:26][OH:27])[N:23]=[C:22]1[N+:31]([O-:33])=[O:32]. Given the reactants CC1(C)O[CH2:6][C:5]([CH2:20][N:21]2[CH:25]=[C:24]([CH2:26][O:27]COC)[N:23]=[C:22]2[N+:31]([O-:33])=[O:32])([CH2:8][O:9]S(C2C=CC(C)=CC=2)(=O)=O)[CH2:4][O:3]1.C1N2CCOCCOCCN(CCOCCOCC2)CCOCCOC1.[F-:61].[K+].C(=O)([O-])[O-].[K+].[K+], predict the reaction product.